Dataset: Catalyst prediction with 721,799 reactions and 888 catalyst types from USPTO. Task: Predict which catalyst facilitates the given reaction. (1) Reactant: Br[C:2]1[S:6][C:5]([C:7]([O:9][CH3:10])=[O:8])=[C:4]([CH:11]=[O:12])[CH:3]=1.[CH3:13][O:14][C@H:15]1[C@@H:20]([NH:21][C:22](=[O:31])[O:23][CH2:24][C:25]2[CH:30]=[CH:29][CH:28]=[CH:27][CH:26]=2)[CH2:19][CH2:18][NH:17][CH2:16]1.C1C=CC(P(C2C(C3C(P(C4C=CC=CC=4)C4C=CC=CC=4)=CC=C4C=3C=CC=C4)=C3C(C=CC=C3)=CC=2)C2C=CC=CC=2)=CC=1.C(=O)([O-])[O-].[Cs+].[Cs+]. Product: [CH2:24]([O:23][C:22]([NH:21][C@H:20]1[CH2:19][CH2:18][N:17]([C:2]2[S:6][C:5]([C:7]([O:9][CH3:10])=[O:8])=[C:4]([CH:11]=[O:12])[CH:3]=2)[CH2:16][C@H:15]1[O:14][CH3:13])=[O:31])[C:25]1[CH:26]=[CH:27][CH:28]=[CH:29][CH:30]=1. The catalyst class is: 167. (2) Reactant: Cl.[NH2:2][C@H:3]([CH2:21][OH:22])[CH2:4][C:5]1[CH:10]=[CH:9][C:8]([NH:11][C:12]([NH:14][C:15]2[CH:20]=[CH:19][CH:18]=[CH:17][CH:16]=2)=[O:13])=[CH:7][CH:6]=1.C(N(CC)C(C)C)(C)C.[CH2:32]([O:39][C:40]1[CH:50]=[CH:49][C:43]([O:44][CH2:45][C@@H:46]2[CH2:48][O:47]2)=[CH:42][CH:41]=1)[C:33]1[CH:38]=[CH:37][CH:36]=[CH:35][CH:34]=1. The catalyst class is: 8. Product: [CH2:32]([O:39][C:40]1[CH:41]=[CH:42][C:43]([O:44][CH2:45][C@@H:46]([OH:47])[CH2:48][NH:2][C@H:3]([CH2:21][OH:22])[CH2:4][C:5]2[CH:6]=[CH:7][C:8]([NH:11][C:12]([NH:14][C:15]3[CH:16]=[CH:17][CH:18]=[CH:19][CH:20]=3)=[O:13])=[CH:9][CH:10]=2)=[CH:49][CH:50]=1)[C:33]1[CH:34]=[CH:35][CH:36]=[CH:37][CH:38]=1. (3) Reactant: [NH2:1][C:2]1[N:7]=[C:6]([N:8]2[CH2:30][CH2:29][C:11]3([CH2:15][N:14]([C:16]([O:18][CH2:19][C:20]4[CH:25]=[CH:24][CH:23]=[CH:22][CH:21]=4)=[O:17])[C@H:13]([C:26]([OH:28])=[O:27])[CH2:12]3)[CH2:10][CH2:9]2)[CH:5]=[C:4]([O:31][C@H:32]([C:37]2[CH:42]=[CH:41][C:40]([Br:43])=[CH:39][C:38]=2[N:44]2[CH:48]=[CH:47][C:46]([CH3:49])=[N:45]2)[C:33]([F:36])([F:35])[F:34])[N:3]=1.[CH2:50](Br)[C:51]1[CH:56]=[CH:55][CH:54]=[CH:53][CH:52]=1.C([O-])(O)=O.[Na+]. Product: [NH2:1][C:2]1[N:7]=[C:6]([N:8]2[CH2:30][CH2:29][C:11]3([CH2:15][N:14]([C:16]([O:18][CH2:19][C:20]4[CH:25]=[CH:24][CH:23]=[CH:22][CH:21]=4)=[O:17])[C@H:13]([C:26]([O:28][CH2:50][C:51]4[CH:56]=[CH:55][CH:54]=[CH:53][CH:52]=4)=[O:27])[CH2:12]3)[CH2:10][CH2:9]2)[CH:5]=[C:4]([O:31][C@H:32]([C:37]2[CH:42]=[CH:41][C:40]([Br:43])=[CH:39][C:38]=2[N:44]2[CH:48]=[CH:47][C:46]([CH3:49])=[N:45]2)[C:33]([F:35])([F:34])[F:36])[N:3]=1. The catalyst class is: 3. (4) Reactant: [Br:1][C:2]1[CH:7]=[C:6]([N+:8]([O-])=O)[C:5]([CH3:11])=[CH:4][C:3]=1[Cl:12].O.NN. Product: [Br:1][C:2]1[C:3]([Cl:12])=[CH:4][C:5]([CH3:11])=[C:6]([CH:7]=1)[NH2:8]. The catalyst class is: 5. (5) Reactant: C([SiH](CC)CC)C.[CH3:8][O:9][C:10](=[O:40])[C:11]([C:13]1[C:21]2[C:16](=[CH:17][CH:18]=[CH:19][CH:20]=2)[NH:15][C:14]=1[C:22]1[CH:27]=[CH:26][C:25]([Cl:28])=[C:24]([S:29]([CH2:32][C:33]2[CH:38]=[CH:37][CH:36]=[C:35]([Cl:39])[CH:34]=2)(=[O:31])=[O:30])[CH:23]=1)=O. Product: [CH3:8][O:9][C:10](=[O:40])[CH2:11][C:13]1[C:21]2[C:16](=[CH:17][CH:18]=[CH:19][CH:20]=2)[NH:15][C:14]=1[C:22]1[CH:27]=[CH:26][C:25]([Cl:28])=[C:24]([S:29]([CH2:32][C:33]2[CH:38]=[CH:37][CH:36]=[C:35]([Cl:39])[CH:34]=2)(=[O:31])=[O:30])[CH:23]=1. The catalyst class is: 55. (6) Reactant: [CH2:1]([O:8][C@@H:9]([C@@H:42]([OH:44])[CH3:43])[C@@H:10]([CH2:33][C:34]1[CH:39]=[CH:38][C:37]([F:40])=[CH:36][C:35]=1[F:41])[CH2:11][CH2:12][CH2:13][C@H:14]([NH:25][C:26]([O:28][C:29]([CH3:32])([CH3:31])[CH3:30])=[O:27])[C:15]([O:17]CC1C=CC=CC=1)=[O:16])[C:2]1[CH:7]=[CH:6][CH:5]=[CH:4][CH:3]=1.C1COCC1.O.O[Li].O. Product: [CH2:1]([O:8][C@@H:9]([C@@H:42]([OH:44])[CH3:43])[C@@H:10]([CH2:33][C:34]1[CH:39]=[CH:38][C:37]([F:40])=[CH:36][C:35]=1[F:41])[CH2:11][CH2:12][CH2:13][C@H:14]([NH:25][C:26]([O:28][C:29]([CH3:31])([CH3:32])[CH3:30])=[O:27])[C:15]([OH:17])=[O:16])[C:2]1[CH:3]=[CH:4][CH:5]=[CH:6][CH:7]=1. The catalyst class is: 33.